The task is: Predict the reactants needed to synthesize the given product.. This data is from Full USPTO retrosynthesis dataset with 1.9M reactions from patents (1976-2016). (1) The reactants are: [F:1][C:2]1[CH:3]=[CH:4][C:5]([C:18]([F:21])([F:20])[F:19])=[C:6]2[C:10]=1[N:9]([CH2:11][CH2:12][O:13][CH3:14])[CH:8]=[C:7]2[C:15](O)=[O:16].CCN(CC)CC.Cl.[F:30][C:31]([F:50])([F:49])[C:32]([NH:34][CH2:35][C:36]1[CH:41]=[CH:40][C:39]([F:42])=[C:38]([CH:43]2[CH2:48][CH2:47][NH:46][CH2:45][CH2:44]2)[CH:37]=1)=[O:33].CCN=C=NCCCN(C)C. Given the product [F:50][C:31]([F:49])([F:30])[C:32]([NH:34][CH2:35][C:36]1[CH:41]=[CH:40][C:39]([F:42])=[C:38]([CH:43]2[CH2:48][CH2:47][N:46]([C:15]([C:7]3[C:6]4[C:10](=[C:2]([F:1])[CH:3]=[CH:4][C:5]=4[C:18]([F:21])([F:19])[F:20])[N:9]([CH2:11][CH2:12][O:13][CH3:14])[CH:8]=3)=[O:16])[CH2:45][CH2:44]2)[CH:37]=1)=[O:33], predict the reactants needed to synthesize it. (2) Given the product [Br:1][C:2]1[S:6][C:5]([C:7]2[NH:8][C:9]([C:12]([O:14][CH3:15])=[O:13])=[CH:10][N:11]=2)=[C:4]([C:16]2[CH:21]=[CH:20][C:19]([Cl:22])=[CH:18][C:17]=2[Cl:23])[C:3]=1[C:24]#[N:25], predict the reactants needed to synthesize it. The reactants are: [Br:1][C:2]1[S:6][C:5]([C:7]2[NH:8][CH:9]([C:12]([O:14][CH3:15])=[O:13])[CH2:10][N:11]=2)=[C:4]([C:16]2[CH:21]=[CH:20][C:19]([Cl:22])=[CH:18][C:17]=2[Cl:23])[C:3]=1[C:24]#[N:25].C(Cl)(Cl)(Cl)Cl.C(#N)C.N1C=CC=CC=1.N12CCCN=C1CCCCC2. (3) Given the product [CH3:1][C:2]1([CH3:11])[CH2:7][CH:6]([O:8][S:13]([CH3:12])(=[O:15])=[O:14])[CH2:5][C:4]([CH3:10])([CH3:9])[O:3]1, predict the reactants needed to synthesize it. The reactants are: [CH3:1][C:2]1([CH3:11])[CH2:7][CH:6]([OH:8])[CH2:5][C:4]([CH3:10])([CH3:9])[O:3]1.[CH3:12][S:13](Cl)(=[O:15])=[O:14].C(N(CC)CC)C. (4) Given the product [N:23]1[CH:28]=[CH:27][CH:26]=[N:25][C:24]=1[N:29]1[CH2:34][CH2:33][N:32]([C:1]([C:4]2[CH:5]=[C:6]([CH:20]=[CH:21][CH:22]=2)[CH2:7][N:8]2[C:17]3[CH2:16][CH2:15][CH2:14][CH2:13][C:12]=3[C:11](=[O:18])[NH:10][C:9]2=[O:19])=[O:2])[CH2:31][CH2:30]1, predict the reactants needed to synthesize it. The reactants are: [C:1]([C:4]1[CH:5]=[C:6]([CH:20]=[CH:21][CH:22]=1)[CH2:7][N:8]1[C:17]2[CH2:16][CH2:15][CH2:14][CH2:13][C:12]=2[C:11](=[O:18])[NH:10][C:9]1=[O:19])(O)=[O:2].[N:23]1[CH:28]=[CH:27][CH:26]=[N:25][C:24]=1[N:29]1[CH2:34][CH2:33][NH:32][CH2:31][CH2:30]1.F[P-](F)(F)(F)(F)F.N1(OC(N(C)C)=[N+](C)C)C2N=CC=CC=2N=N1.C(N(CC)C(C)C)(C)C. (5) Given the product [Na:1].[S:2]([O:6][N:7]1[C:13](=[O:14])[N:12]2[CH2:15][C@H:8]1[CH2:9][CH2:10][C@H:11]2[CH2:16][NH2:17])([OH:5])(=[O:3])=[O:4], predict the reactants needed to synthesize it. The reactants are: [Na:1].[S:2]([O:6][N:7]1[C:13](=[O:14])[N:12]2[CH2:15][C@H:8]1[CH2:9][CH2:10][C@H:11]2[CH2:16][NH:17]C(OC(C)(C)C)=O)([OH:5])(=[O:4])=[O:3].FC(F)(F)C(O)=O.